Predict which catalyst facilitates the given reaction. From a dataset of Catalyst prediction with 721,799 reactions and 888 catalyst types from USPTO. (1) Reactant: C[O:2][C:3]([C:5]1[CH:10]=[CH:9][C:8]([C:11]2[CH:16]=[C:15]([Cl:17])[C:14]([CH2:18][C@@H:19]3[CH2:23][CH2:22][N:21]([CH:24]4[CH2:29][CH2:28][C:27]([F:31])([F:30])[CH2:26][CH2:25]4)[C:20]3=[O:32])=[C:13]([Cl:33])[CH:12]=2)=[CH:7][CH:6]=1)=[O:4].[Li+].[OH-]. Product: [Cl:33][C:13]1[CH:12]=[C:11]([C:8]2[CH:7]=[CH:6][C:5]([C:3]([OH:4])=[O:2])=[CH:10][CH:9]=2)[CH:16]=[C:15]([Cl:17])[C:14]=1[CH2:18][C@@H:19]1[CH2:23][CH2:22][N:21]([CH:24]2[CH2:25][CH2:26][C:27]([F:31])([F:30])[CH2:28][CH2:29]2)[C:20]1=[O:32]. The catalyst class is: 20. (2) Reactant: [C:1]([O:5][C:6]([CH:8]1[CH2:13][CH2:12][N:11]([C:14]2[C:22]([C:23]#[N:24])=[CH:21][C:17]([C:18]([OH:20])=[O:19])=[C:16]([CH3:25])[N:15]=2)[CH2:10][CH2:9]1)=[O:7])([CH3:4])([CH3:3])[CH3:2].[CH3:26][C:27]([CH3:31])([CH3:30])[CH2:28]O.CCN=C=NCCCN(C)C.C1C=CC2N(O)N=NC=2C=1.CCN(C(C)C)C(C)C. The catalyst class is: 25. Product: [C:1]([O:5][C:6]([CH:8]1[CH2:13][CH2:12][N:11]([C:14]2[C:22]([C:23]#[N:24])=[CH:21][C:17]([C:18]([O:20][CH2:26][C:27]([CH3:31])([CH3:30])[CH3:28])=[O:19])=[C:16]([CH3:25])[N:15]=2)[CH2:10][CH2:9]1)=[O:7])([CH3:4])([CH3:3])[CH3:2]. (3) Reactant: C(=O)([O-])[O-].[Cs+].[Cs+].I[CH2:8][CH3:9].[F:10][C:11]1[CH:12]=[C:13]([OH:20])[CH:14]=[CH:15][C:16]=1[N+:17]([O-:19])=[O:18].O. Product: [F:10][C:11]1[CH:12]=[C:13]([O:20][CH2:8][CH3:9])[CH:14]=[CH:15][C:16]=1[N+:17]([O-:19])=[O:18]. The catalyst class is: 115. (4) Reactant: COC1C=C(C=CC=1OC)C[NH:7][C:8]1[N:13]2[N:14]=[C:15]([C:17]3[O:18][CH:19]=[CH:20][CH:21]=3)[N:16]=[C:12]2[CH:11]=[C:10]([CH2:22][CH2:23][OH:24])[N:9]=1.O.C(C1C(=O)C(Cl)=C(Cl)C(=O)C=1C#N)#N.C(=O)(O)[O-].[Na+]. Product: [NH2:7][C:8]1[N:13]2[N:14]=[C:15]([C:17]3[O:18][CH:19]=[CH:20][CH:21]=3)[N:16]=[C:12]2[CH:11]=[C:10]([CH2:22][CH2:23][OH:24])[N:9]=1. The catalyst class is: 526. (5) Reactant: [C:1]([O:5][C:6]([N:8]1[CH2:13][CH2:12][CH:11](/[CH:14]=[C:15]2/[C:16](=[O:31])[C:17]([C:22]3[C:27]([CH3:28])=[CH:26][C:25]([CH3:29])=[CH:24][C:23]=3[CH3:30])=[C:18]([O:20][CH3:21])[CH2:19]/2)[CH2:10][CH2:9]1)=[O:7])([CH3:4])([CH3:3])[CH3:2]. Product: [C:1]([O:5][C:6]([N:8]1[CH2:9][CH2:10][CH:11]([CH2:14][CH:15]2[CH2:19][C:18]([O:20][CH3:21])=[C:17]([C:22]3[C:27]([CH3:28])=[CH:26][C:25]([CH3:29])=[CH:24][C:23]=3[CH3:30])[C:16]2=[O:31])[CH2:12][CH2:13]1)=[O:7])([CH3:4])([CH3:3])[CH3:2]. The catalyst class is: 29.